This data is from Reaction yield outcomes from USPTO patents with 853,638 reactions. The task is: Predict the reaction yield, written as a fraction of the theoretical maximum amount of product (1.0 means a 100% yield; for example, 0.34 means a 34% yield). (1) The reactants are [CH2:1]([O:8][C:9]1[C:10]([Cl:28])=[C:11]([CH:16](OC)[C:17]2[C:25]3[C:20](=[N:21][CH:22]=[CH:23][CH:24]=3)[NH:19][CH:18]=2)[C:12]([F:15])=[CH:13][CH:14]=1)[C:2]1[CH:7]=[CH:6][CH:5]=[CH:4][CH:3]=1.FC(F)(F)C(O)=O.C([SiH](CC)CC)C. The catalyst is C(#N)C. The product is [CH2:1]([O:8][C:9]1[C:10]([Cl:28])=[C:11]([C:12]([F:15])=[CH:13][CH:14]=1)[CH2:16][C:17]1[C:25]2[C:20](=[N:21][CH:22]=[CH:23][CH:24]=2)[NH:19][CH:18]=1)[C:2]1[CH:3]=[CH:4][CH:5]=[CH:6][CH:7]=1. The yield is 0.700. (2) The reactants are [CH3:1][O:2][C:3]1[CH:14]=[C:7]2[C:8]([O:10]C(=O)[NH:12][C:6]2=[CH:5][CH:4]=1)=O.Cl.[CH3:16][O:17][C:18](=[O:25])[C@@H:19]([NH2:24])[CH2:20][CH2:21][CH2:22][CH3:23].C(N(CC)CC)C. The catalyst is CN(C=O)C.CCOC(C)=O. The product is [CH3:16][O:17][C:18](=[O:25])[C@@H:19]([NH:24][C:8](=[O:10])[C:7]1[CH:14]=[C:3]([O:2][CH3:1])[CH:4]=[CH:5][C:6]=1[NH2:12])[CH2:20][CH2:21][CH2:22][CH3:23]. The yield is 0.270. (3) The reactants are [Br:1][C:2]1[CH:9]=[CH:8][C:5]([CH:6]=O)=[C:4]([F:10])[CH:3]=1.[NH:11]1[CH2:15][CH2:14][C@@H:13]([OH:16])[CH2:12]1.C(O[BH-](OC(=O)C)OC(=O)C)(=O)C.[Na+]. The catalyst is ClCCCl. The product is [Br:1][C:2]1[CH:9]=[CH:8][C:5]([CH2:6][N:11]2[CH2:15][CH2:14][C@@H:13]([OH:16])[CH2:12]2)=[C:4]([F:10])[CH:3]=1. The yield is 0.919. (4) The catalyst is O1CCCC1. The product is [CH3:13][N:3]1[C:11]2[C:6](=[CH:7][CH:8]=[CH:9][CH:10]=2)[CH2:5][CH2:4]1. The yield is 0.340. The reactants are [H-].[Na+].[NH:3]1[C:11]2[C:6](=[CH:7][CH:8]=[CH:9][CH:10]=2)[CH2:5][CH2:4]1.I[CH3:13]. (5) The catalyst is CCO. The yield is 0.330. The product is [Cl:9][C:5]1[N:4]=[N:3][C:2]([NH:11][NH2:12])=[C:7]([NH2:8])[CH:6]=1. The reactants are Cl[C:2]1[N:3]=[N:4][C:5]([Cl:9])=[CH:6][C:7]=1[NH2:8].O.[NH2:11][NH2:12]. (6) The reactants are [Cl:1][C:2]1[CH:22]=[C:21]([F:23])[CH:20]=[CH:19][C:3]=1[CH2:4][N:5]([O:17][CH3:18])[C:6](=[O:16])[CH:7]=[C:8]1[C:12](=O)[O:11]C(C)(C)[O:9]1.[CH3:24][S:25]([NH2:28])(=[O:27])=[O:26]. No catalyst specified. The product is [Cl:1][C:2]1[CH:22]=[C:21]([F:23])[CH:20]=[CH:19][C:3]=1[CH2:4][N:5]([O:17][CH3:18])[C:6](=[O:16])[CH:7]=[C:8]([OH:9])[C:12]([NH:28][S:25]([CH3:24])(=[O:27])=[O:26])=[O:11]. The yield is 0.450.